This data is from Catalyst prediction with 721,799 reactions and 888 catalyst types from USPTO. The task is: Predict which catalyst facilitates the given reaction. (1) Reactant: [C:1]([C:4]1[CH:5]=[C:6]2[C:10](=[CH:11][CH:12]=1)[NH:9][C:8](=[O:13])[CH2:7]2)(=O)[CH3:2].[H][H]. Product: [CH2:1]([C:4]1[CH:5]=[C:6]2[C:10](=[CH:11][CH:12]=1)[NH:9][C:8](=[O:13])[CH2:7]2)[CH3:2]. The catalyst class is: 331. (2) Reactant: B(Br)(Br)Br.[Br:5][C:6]1[C:7]([CH3:16])=[C:8]([C:11]([O:14]C)=[CH:12][CH:13]=1)[CH:9]=[O:10].O.C(OCC)(=O)C.CCCCCC. Product: [Br:5][C:6]1[C:7]([CH3:16])=[C:8]([C:11]([OH:14])=[CH:12][CH:13]=1)[CH:9]=[O:10]. The catalyst class is: 4. (3) Reactant: [NH2:1][C:2]1[N:7]=[CH:6][C:5]([CH:8]2[CH2:12][CH2:11][N:10]([C:13]([O:15][C:16]([CH3:19])([CH3:18])[CH3:17])=[O:14])[CH2:9]2)=[CH:4][CH:3]=1.Br[C:21]1[C:22](=[O:29])[N:23]([CH3:28])[N:24]=[C:25]([Cl:27])[CH:26]=1.C1(P(C2C=CC=CC=2)C2C3OC4C(=CC=CC=4P(C4C=CC=CC=4)C4C=CC=CC=4)C(C)(C)C=3C=CC=2)C=CC=CC=1.C(=O)([O-])[O-].[Cs+].[Cs+]. Product: [Cl:27][C:25]1[CH:26]=[C:21]([NH:1][C:2]2[N:7]=[CH:6][C:5]([CH:8]3[CH2:12][CH2:11][N:10]([C:13]([O:15][C:16]([CH3:19])([CH3:18])[CH3:17])=[O:14])[CH2:9]3)=[CH:4][CH:3]=2)[C:22](=[O:29])[N:23]([CH3:28])[N:24]=1. The catalyst class is: 62. (4) Reactant: [N+:1]([O-:9])([O:3][CH2:4][CH2:5][CH2:6][CH2:7][OH:8])=[O:2].[CH3:10][O:11][C:12]1[CH:13]=[CH:14][C:15]2[S:21][CH2:20][CH2:19][N:18]([CH2:22][C:23]3[CH:31]=[CH:30][C:26]([C:27](O)=[O:28])=[CH:25][CH:24]=3)[CH2:17][C:16]=2[CH:32]=1.C1(N=C=NC2CCCCC2)CCCCC1. Product: [CH3:10][O:11][C:12]1[CH:13]=[CH:14][C:15]2[S:21][CH2:20][CH2:19][N:18]([CH2:22][C:23]3[CH:31]=[CH:30][C:26]([C:27]([O:8][CH2:7][CH2:6][CH2:5][CH2:4][O:3][N+:1]([O-:9])=[O:2])=[O:28])=[CH:25][CH:24]=3)[CH2:17][C:16]=2[CH:32]=1. The catalyst class is: 2. (5) Reactant: [CH:1]1([C:4]2[O:5][C:6]([C:9]3[CH:10]=[C:11]4[C:15](=[CH:16][CH:17]=3)[N:14](S(C3C=CC(C)=CC=3)(=O)=O)[CH:13]=[C:12]4[C:28]3[N:33]=[C:32]([CH:34]4[CH2:36][CH2:35]4)[CH:31]=[CH:30][N:29]=3)=[N:7][N:8]=2)[CH2:3][CH2:2]1.[OH-].[Na+]. Product: [CH:1]1([C:4]2[O:5][C:6]([C:9]3[CH:10]=[C:11]4[C:15](=[CH:16][CH:17]=3)[NH:14][CH:13]=[C:12]4[C:28]3[N:33]=[C:32]([CH:34]4[CH2:36][CH2:35]4)[CH:31]=[CH:30][N:29]=3)=[N:7][N:8]=2)[CH2:3][CH2:2]1. The catalyst class is: 38. (6) Reactant: [OH:1][CH2:2][C:3]1[S:7][CH:6]=[C:5]([C:8]([N:10]2[CH2:15][CH2:14][CH2:13][CH2:12][CH2:11]2)=[O:9])[CH:4]=1.C1(P(C2C=CC=CC=2)C2C=CC=CC=2)C=CC=CC=1.CCOC(/N=N/C(OCC)=O)=O.[CH3:47][C:48]1[CH:53]=[CH:52][CH:51]=[CH:50][C:49]=1O. Product: [N:10]1([C:8]([C:5]2[CH:4]=[C:3]([CH2:2][O:1][C:49]3[CH:50]=[CH:51][CH:52]=[CH:53][C:48]=3[CH3:47])[S:7][CH:6]=2)=[O:9])[CH2:11][CH2:12][CH2:13][CH2:14][CH2:15]1. The catalyst class is: 1.